This data is from Forward reaction prediction with 1.9M reactions from USPTO patents (1976-2016). The task is: Predict the product of the given reaction. (1) Given the reactants [CH3:1][O:2][C:3](=[O:37])[N:4]=[C:5]([S:35][CH3:36])[C:6](=[N:17][C:18]1[CH:23]=[CH:22][C:21]([C:24]#[N:25])=[C:20]([CH2:26][NH:27][C:28]([O:30][C:31]([CH3:34])([CH3:33])[CH3:32])=[O:29])[CH:19]=1)[C:7]1[CH:12]=[C:11]([CH2:13][CH3:14])[CH:10]=[C:9]([OH:15])[C:8]=1[F:16].CN(C=O)C.C(=O)([O-])[O-].[Cs+].[Cs+].I[CH2:50][CH2:51][O:52][Si:53]([CH:60]([CH3:62])[CH3:61])([CH:57]([CH3:59])[CH3:58])[CH:54]([CH3:56])[CH3:55], predict the reaction product. The product is: [CH3:1][O:2][C:3](=[O:37])[N:4]=[C:5]([S:35][CH3:36])[C:6](=[N:17][C:18]1[CH:23]=[CH:22][C:21]([C:24]#[N:25])=[C:20]([CH2:26][NH:27][C:28]([O:30][C:31]([CH3:32])([CH3:33])[CH3:34])=[O:29])[CH:19]=1)[C:7]1[CH:12]=[C:11]([CH2:13][CH3:14])[CH:10]=[C:9]([O:15][CH2:50][CH2:51][O:52][Si:53]([CH:57]([CH3:58])[CH3:59])([CH:54]([CH3:56])[CH3:55])[CH:60]([CH3:61])[CH3:62])[C:8]=1[F:16]. (2) Given the reactants [Cl:1][C:2]1[CH:22]=[CH:21][C:5]([O:6][CH2:7][CH2:8][CH2:9][O:10][NH:11][C:12]([NH:14][C:15]([NH:17][CH:18]([CH3:20])[CH3:19])=[NH:16])=[NH:13])=[CH:4][CH:3]=1.[ClH:23], predict the reaction product. The product is: [ClH:1].[ClH:23].[Cl:1][C:2]1[CH:3]=[CH:4][C:5]([O:6][CH2:7][CH2:8][CH2:9][O:10][NH:11][C:12]([NH:14][C:15]([NH:17][CH:18]([CH3:19])[CH3:20])=[NH:16])=[NH:13])=[CH:21][CH:22]=1.